Dataset: Full USPTO retrosynthesis dataset with 1.9M reactions from patents (1976-2016). Task: Predict the reactants needed to synthesize the given product. (1) Given the product [NH2:35][C:33](=[O:34])[C@@H:32]([NH:31][C:9]([C@@H:1]1[C:3]2([CH2:4][CH2:5][CH2:6][CH2:7][CH2:8]2)[CH2:2]1)=[O:11])[CH3:36], predict the reactants needed to synthesize it. The reactants are: [CH:1]1([C:9]([OH:11])=O)[C:3]2([CH2:8][CH2:7][CH2:6][CH2:5][CH2:4]2)[CH2:2]1.C(N1C=CN=C1)(N1C=CN=C1)=O.C(OCC)(=O)C.Cl.[NH2:31][C@@H:32]([CH3:36])[C:33]([NH2:35])=[O:34]. (2) Given the product [CH2:23]([NH:22][C:20](=[O:21])[C:19]1[CH:18]=[C:17]([C:4]2[N:5]=[CH:6][C:7]3[C:8]([C:10]4[CH:15]=[CH:14][C:13]([F:16])=[CH:12][CH:11]=4)=[N:31][NH:32][C:2]=3[CH:3]=2)[C:27]([CH3:28])=[C:26]([F:29])[CH:25]=1)[CH3:24], predict the reactants needed to synthesize it. The reactants are: Cl[C:2]1[C:7]([C:8]([C:10]2[CH:15]=[CH:14][C:13]([F:16])=[CH:12][CH:11]=2)=O)=[CH:6][N:5]=[C:4]([C:17]2[CH:18]=[C:19]([CH:25]=[C:26]([F:29])[C:27]=2[CH3:28])[C:20]([NH:22][CH2:23][CH3:24])=[O:21])[CH:3]=1.O.[NH2:31][NH2:32]. (3) Given the product [CH3:44][N:45]([CH3:47])[CH2:46][CH2:5][CH2:6][CH2:7][C:8]([O:10][CH:11]([CH:22]([CH2:23][CH2:24][CH2:25]/[CH:26]=[CH:27]\[CH2:28][CH2:29][CH2:30][CH2:31][CH3:32])[CH2:33][CH2:34][CH2:35]/[CH:36]=[CH:37]\[CH2:38][CH2:39][CH2:40][CH2:41][CH3:42])[CH2:12][CH2:13][CH2:14]/[CH:15]=[CH:16]\[CH2:17][CH2:18][CH2:19][CH2:20][CH3:21])=[O:9], predict the reactants needed to synthesize it. The reactants are: CN(C)CC[CH2:5][CH2:6][CH2:7][C:8]([O:10][CH:11]([CH:22]([CH2:33][CH2:34][CH2:35]/[CH:36]=[CH:37]\[CH2:38][CH2:39][CH2:40][CH2:41][CH3:42])[CH2:23][CH2:24][CH2:25]/[CH:26]=[CH:27]\[CH2:28][CH2:29][CH2:30][CH2:31][CH3:32])[CH2:12][CH2:13][CH2:14]/[CH:15]=[CH:16]\[CH2:17][CH2:18][CH2:19][CH2:20][CH3:21])=[O:9].[CH3:44][NH:45][CH3:46].[CH2:47](O)C. (4) Given the product [Cl:1][CH2:2][C:3]1[CH:4]=[CH:5][C:6]([C:9]2[C:13]([C:14]([OH:16])=[O:15])=[CH:12][O:11][N:10]=2)=[CH:7][CH:8]=1, predict the reactants needed to synthesize it. The reactants are: [Cl:1][CH2:2][C:3]1[CH:8]=[CH:7][C:6]([C:9]2[C:13]([C:14]([O:16]C)=[O:15])=[CH:12][O:11][N:10]=2)=[CH:5][CH:4]=1.O.[OH-].[Li+]. (5) Given the product [F:1][C:2]1[CH:7]=[CH:6][C:5]([C:8]2[CH:16]=[C:15]([CH:17]([O:23][CH2:24][CH2:25][N:26]3[CH:30]=[CH:29][N:28]=[CH:27]3)[C:18]3[S:19][CH:20]=[CH:21][N:22]=3)[CH:14]=[CH:13][C:9]=2[C:10]([NH:38][C@@H:37]([CH2:39][CH2:40][S:41][CH3:42])[C:36]([O:35][C:31]([CH3:32])([CH3:33])[CH3:34])=[O:43])=[O:12])=[CH:4][CH:3]=1, predict the reactants needed to synthesize it. The reactants are: [F:1][C:2]1[CH:7]=[CH:6][C:5]([C:8]2[CH:16]=[C:15]([CH:17]([O:23][CH2:24][CH2:25][N:26]3[CH:30]=[CH:29][N:28]=[CH:27]3)[C:18]3[S:19][CH:20]=[CH:21][N:22]=3)[CH:14]=[CH:13][C:9]=2[C:10]([OH:12])=O)=[CH:4][CH:3]=1.[C:31]([O:35][C:36](=[O:43])[C@H:37]([CH2:39][CH2:40][S:41][CH3:42])[NH2:38])([CH3:34])([CH3:33])[CH3:32]. (6) Given the product [F:5][C:6]1[CH:11]=[CH:10][C:9]([C:12]2[C:17]3[CH:18]=[CH:19][C:20]([S:26]([Cl:25])(=[O:28])=[O:27])=[CH:21][C:16]=3[O:15][C:14]([CH3:24])([CH3:23])[N:13]=2)=[CH:8][CH:7]=1, predict the reactants needed to synthesize it. The reactants are: N([O-])=O.[Na+].[F:5][C:6]1[CH:11]=[CH:10][C:9]([C:12]2[C:17]3[CH:18]=[CH:19][C:20](N)=[CH:21][C:16]=3[O:15][C:14]([CH3:24])([CH3:23])[N:13]=2)=[CH:8][CH:7]=1.[ClH:25].[S:26](=[O:28])=[O:27].